This data is from Forward reaction prediction with 1.9M reactions from USPTO patents (1976-2016). The task is: Predict the product of the given reaction. (1) Given the reactants [NH2:1][C:2]1[C:7]2[C:8]([CH2:11][O:12][C:13]3[CH:18]=[CH:17][C:16]([Br:19])=[CH:15][CH:14]=3)=[CH:9][S:10][C:6]=2[C:5]([C:20](O)=[O:21])=[CH:4][N:3]=1.O.O[N:25]1[C:29]2C=CC=C[C:28]=2[N:27]=N1.[CH:34](N=C=NC(C)C)(C)[CH3:35].CN(C)C=O.O1CC[CH2:50][CH2:49]1, predict the reaction product. The product is: [CH2:34]([N:25]([CH2:49][CH3:50])[CH2:29][CH2:28][NH:27][C:20]([C:5]1[C:6]2[S:10][CH:9]=[C:8]([CH2:11][O:12][C:13]3[CH:18]=[CH:17][C:16]([Br:19])=[CH:15][CH:14]=3)[C:7]=2[C:2]([NH2:1])=[N:3][CH:4]=1)=[O:21])[CH3:35]. (2) Given the reactants [CH3:1][C:2]1([CH3:18])[CH2:6][CH2:5][CH2:4][C@H:3]1[C:7]1[CH:8]=[C:9]([CH:14]=[CH:15][C:16]=1[OH:17])[C:10]([O:12][CH3:13])=[O:11].C(Cl)Cl.C1(N([S:29]([C:32]([F:35])([F:34])[F:33])(=[O:31])=[O:30])[S:29]([C:32]([F:35])([F:34])[F:33])(=[O:31])=[O:30])C=CC=CC=1, predict the reaction product. The product is: [CH3:1][C:2]1([CH3:18])[CH2:6][CH2:5][CH2:4][C@H:3]1[C:7]1[CH:8]=[C:9]([CH:14]=[CH:15][C:16]=1[O:17][S:29]([C:32]([F:35])([F:34])[F:33])(=[O:31])=[O:30])[C:10]([O:12][CH3:13])=[O:11]. (3) Given the reactants [CH3:1][O:2][C:3]([C:5]1[CH2:6][N:7]([C:32]([O:34][C:35]([CH3:38])([CH3:37])[CH3:36])=[O:33])[CH2:8][C:9]2([C:12]=1[C:13]1[CH:18]=[CH:17][C:16]([CH2:19][CH2:20][CH2:21][O:22][C:23]3[C:28]([F:29])=[CH:27][CH:26]=[C:25]([F:30])[C:24]=3[Cl:31])=[CH:15][CH:14]=1)[CH2:11][CH2:10]2)=[O:4].COC(C1CN(C(OC(C)(C)C)=O)CC(C)(C)C=1C1C=CC(CCCO)=CC=1)=O, predict the reaction product. The product is: [CH3:1][O:2][C:3]([C:5]1[CH2:6][N:7]([C:32]([O:34][C:35]([CH3:38])([CH3:37])[CH3:36])=[O:33])[CH2:8][C:9]([CH3:11])([CH3:10])[C:12]=1[C:13]1[CH:18]=[CH:17][C:16]([CH2:19][CH2:20][CH2:21][O:22][C:23]2[C:28]([F:29])=[CH:27][CH:26]=[C:25]([F:30])[C:24]=2[Cl:31])=[CH:15][CH:14]=1)=[O:4]. (4) Given the reactants Br[C:2]1[CH:3]=[C:4]2[C:8](=[CH:9][CH:10]=1)[CH:7]([NH:11][C:12](=[O:18])[O:13][C:14]([CH3:17])([CH3:16])[CH3:15])[CH2:6][CH2:5]2.[C:19]([O:23][CH3:24])(=[O:22])[CH:20]=[CH2:21], predict the reaction product. The product is: [C:14]([O:13][C:12]([NH:11][CH:7]1[C:8]2[C:4](=[CH:3][C:2](/[CH:21]=[CH:20]/[C:19]([O:23][CH3:24])=[O:22])=[CH:10][CH:9]=2)[CH2:5][CH2:6]1)=[O:18])([CH3:17])([CH3:16])[CH3:15]. (5) The product is: [Cl:19][C:14]1[CH:15]=[CH:16][CH:17]=[CH:18][C:13]=1[N:12]1[CH:8]([C:5]2[CH:4]=[CH:3][C:2]([N:41]3[CH2:40][CH2:39][CH:38]([NH:37][C:30]([O:32][C:33]([CH3:36])([CH3:35])[CH3:34])=[O:31])[CH2:43][CH2:42]3)=[CH:7][CH:6]=2)[CH2:9][C:10]([C:20]([C:22]([F:24])([F:23])[F:25])([C:26]([F:28])([F:27])[F:29])[OH:21])=[N:11]1. Given the reactants Br[C:2]1[CH:7]=[CH:6][C:5]([CH:8]2[N:12]([C:13]3[CH:18]=[CH:17][CH:16]=[CH:15][C:14]=3[Cl:19])[N:11]=[C:10]([C:20]([C:26]([F:29])([F:28])[F:27])([C:22]([F:25])([F:24])[F:23])[OH:21])[CH2:9]2)=[CH:4][CH:3]=1.[C:30]([NH:37][CH:38]1[CH2:43][CH2:42][NH:41][CH2:40][CH2:39]1)([O:32][C:33]([CH3:36])([CH3:35])[CH3:34])=[O:31].C1C=CC(P(C2C(C3C(P(C4C=CC=CC=4)C4C=CC=CC=4)=CC=C4C=3C=CC=C4)=C3C(C=CC=C3)=CC=2)C2C=CC=CC=2)=CC=1.CC(C)([O-])C.[Na+], predict the reaction product. (6) Given the reactants [N-:1]=[C:2]=[O:3].[C:4]([O-:17])(=[O:16])[CH2:5][CH2:6]CCCCCCCCC.C([Sn+2]CCCC)CCC.[C:27]([O-])(=[O:39])[CH2:28]CCCCCCCCCC.C([O-])(=O)C=C, predict the reaction product. The product is: [C:4]([OH:17])(=[O:16])[CH:5]=[CH2:6].[NH2:1][C:2]([O:39][CH2:27][CH3:28])=[O:3].